From a dataset of hERG potassium channel inhibition data for cardiac toxicity prediction from Karim et al.. Regression/Classification. Given a drug SMILES string, predict its toxicity properties. Task type varies by dataset: regression for continuous values (e.g., LD50, hERG inhibition percentage) or binary classification for toxic/non-toxic outcomes (e.g., AMES mutagenicity, cardiotoxicity, hepatotoxicity). Dataset: herg_karim. (1) The molecule is Cc1nc2n(c(=O)c1N1CCC(c3noc4cc(F)ccc34)CC1)CCCC2. The result is 1 (blocker). (2) The molecule is CCc1csc(N2CCN(C(=O)[C@@H]3CCCC[C@H]3C(=O)NC3(C#N)CC3)CC2)n1. The result is 0 (non-blocker). (3) The compound is O=C1N(CCN2Cc3ccccc3C2)CCN1c1cccc(Cl)c1. The result is 1 (blocker). (4) The drug is CCOC(=O)[C@H]1[C@@H](OC(=O)c2ccccc2)C[C@H]2CC[C@H]1N2C. The result is 1 (blocker).